Dataset: Forward reaction prediction with 1.9M reactions from USPTO patents (1976-2016). Task: Predict the product of the given reaction. (1) Given the reactants F[C:2]1[CH:11]=[CH:10][C:5]([C:6]([O:8][CH3:9])=[O:7])=[C:4]([O:12][CH3:13])[CH:3]=1.[OH:14][CH:15]1[CH2:20][CH2:19][NH:18][CH2:17][CH2:16]1, predict the reaction product. The product is: [OH:14][CH:15]1[CH2:20][CH2:19][N:18]([C:2]2[CH:11]=[CH:10][C:5]([C:6]([O:8][CH3:9])=[O:7])=[C:4]([O:12][CH3:13])[CH:3]=2)[CH2:17][CH2:16]1. (2) Given the reactants [N+:1]([C:4]1[N:9]=[CH:8][C:7]([N:10]2[CH2:15][CH2:14]N(C(OC(C)(C)C)=O)[CH2:12][CH2:11]2)=[CH:6][CH:5]=1)([O-:3])=[O:2].BrC1C=CC([N+]([O-])=[O:31])=NC=1.N1CCOCC1, predict the reaction product. The product is: [N+:1]([C:4]1[N:9]=[CH:8][C:7]([N:10]2[CH2:11][CH2:12][O:31][CH2:14][CH2:15]2)=[CH:6][CH:5]=1)([O-:3])=[O:2]. (3) Given the reactants [CH3:1][O:2][C:3]([C@@H:5]1[CH2:18][C@H:17]([N:19]=[N+]=[N-])[C:16](=[O:22])[C@H:15]2[C@@:6]1([CH3:30])[CH2:7][CH2:8][C@@H:9]1[C@:14]2([CH3:23])[CH2:13][C@@H:12]([C:24]2[CH:28]=[CH:27][O:26][CH:25]=2)[O:11][C:10]1=[O:29])=[O:4].[NH4+].[Cl-], predict the reaction product. The product is: [CH3:1][O:2][C:3]([C@@H:5]1[CH2:18][C@H:17]([NH2:19])[C:16](=[O:22])[C@H:15]2[C@@:6]1([CH3:30])[CH2:7][CH2:8][C@@H:9]1[C@:14]2([CH3:23])[CH2:13][C@@H:12]([C:24]2[CH:28]=[CH:27][O:26][CH:25]=2)[O:11][C:10]1=[O:29])=[O:4].